This data is from Reaction yield outcomes from USPTO patents with 853,638 reactions. The task is: Predict the reaction yield, written as a fraction of the theoretical maximum amount of product (1.0 means a 100% yield; for example, 0.34 means a 34% yield). (1) The reactants are Br[C:2]1[CH:15]=[N:14][C:5]2[NH:6][C:7]3[CH:12]=[N:11][C:10]([Cl:13])=[CH:9][C:8]=3[C:4]=2[CH:3]=1.Cl.CC1(C)C(C)(C)OB([C:25]2[CH:37]=[CH:36][C:28]([CH2:29][N:30]3[CH2:35][CH2:34][CH2:33][CH2:32][CH2:31]3)=[CH:27][CH:26]=2)O1. The catalyst is C(#N)C.[F-].[K+]. The product is [Cl:13][C:10]1[N:11]=[CH:12][C:7]2[NH:6][C:5]3[N:14]=[CH:15][C:2]([C:25]4[CH:26]=[CH:27][C:28]([CH2:29][N:30]5[CH2:35][CH2:34][CH2:33][CH2:32][CH2:31]5)=[CH:36][CH:37]=4)=[CH:3][C:4]=3[C:8]=2[CH:9]=1. The yield is 0.660. (2) The reactants are Cl.[CH:2]([C:6]1[C:7]([CH:24](C(OC)=O)C(OC)=O)=[N:8][C:9]([N:19]2[CH:23]=[CH:22][CH:21]=[N:20]2)=[N:10][C:11]=1[N:12]1[CH2:17][CH2:16][CH:15]([CH3:18])[CH2:14][CH2:13]1)([CH2:4][CH3:5])[CH3:3].[OH-].[Na+]. The catalyst is O. The product is [CH:2]([C:6]1[C:7]([CH3:24])=[N:8][C:9]([N:19]2[CH:23]=[CH:22][CH:21]=[N:20]2)=[N:10][C:11]=1[N:12]1[CH2:13][CH2:14][CH:15]([CH3:18])[CH2:16][CH2:17]1)([CH2:4][CH3:5])[CH3:3]. The yield is 0.120.